Task: Predict the reactants needed to synthesize the given product.. Dataset: Full USPTO retrosynthesis dataset with 1.9M reactions from patents (1976-2016) (1) Given the product [CH:13]1([S:16]([NH:1][C:2]2[CH:3]=[C:4]([CH:9]=[CH:10][C:11]=2[F:12])[C:5]([O:7][CH3:8])=[O:6])(=[O:18])=[O:17])[CH2:15][CH2:14]1, predict the reactants needed to synthesize it. The reactants are: [NH2:1][C:2]1[CH:3]=[C:4]([CH:9]=[CH:10][C:11]=1[F:12])[C:5]([O:7][CH3:8])=[O:6].[CH:13]1([S:16](Cl)(=[O:18])=[O:17])[CH2:15][CH2:14]1.Cl. (2) Given the product [F:42][C:41]([F:44])([F:43])[C:38]1[CH:39]=[CH:40][C:35]([S:11][C:5]2[NH:6][C:7]3[C:3]([N:4]=2)=[C:2]([NH2:1])[N:10]=[CH:9][N:8]=3)=[CH:36][CH:37]=1, predict the reactants needed to synthesize it. The reactants are: [NH2:1][C:2]1[N:10]=[CH:9][N:8]=[C:7]2[C:3]=1[N:4]=[C:5]([SH:11])[NH:6]2.CC1C=CC2C=CC3C=CC(C)=NC=3C=2N=1.CC(C)([O-])C.[K+].I[C:35]1[CH:40]=[CH:39][C:38]([C:41]([F:44])([F:43])[F:42])=[CH:37][CH:36]=1. (3) Given the product [Br:1][C:2]1[CH:3]=[C:4]2[C:14](=[CH:15][CH:16]=1)[C@:7]1([O:11][C:10](=[O:12])[N:9]([CH2:18][C:19]([N:21]([C:30]3([CH3:41])[CH2:33][N:32]([C:34]([O:36][C:37]([CH3:40])([CH3:39])[CH3:38])=[O:35])[CH2:31]3)[CH2:22][C:23]3[CH:24]=[CH:25][C:26]([F:29])=[CH:27][CH:28]=3)=[O:20])[C:8]1=[O:13])[CH2:6][CH2:5]2, predict the reactants needed to synthesize it. The reactants are: [Br:1][C:2]1[CH:3]=[C:4]2[C:14](=[CH:15][CH:16]=1)[C@:7]1([O:11][C:10](=[O:12])[NH:9][C:8]1=[O:13])[CH2:6][CH2:5]2.Br[CH2:18][C:19]([N:21]([C:30]1([CH3:41])[CH2:33][N:32]([C:34]([O:36][C:37]([CH3:40])([CH3:39])[CH3:38])=[O:35])[CH2:31]1)[CH2:22][C:23]1[CH:28]=[CH:27][C:26]([F:29])=[CH:25][CH:24]=1)=[O:20].BrCC(N(CC1C=CC(F)=CC=1)[C@@H](C)C(F)(F)F)=O. (4) Given the product [C:41]([C:13]1([C:16]2[N:17]=[CH:18][C:19]([NH:22][C:23]([C:25]3[CH:26]=[N:27][N:28]([C:31]4[CH:36]=[CH:35][C:34]([C:37]([F:39])([F:40])[F:38])=[CH:33][N:32]=4)[C:29]=3[CH3:30])=[O:24])=[CH:20][CH:21]=2)[CH2:12][CH2:11][N:10]([C:7]([CH3:8])([CH3:9])[CH2:6][OH:5])[CH2:15][CH2:14]1)#[N:42], predict the reactants needed to synthesize it. The reactants are: [BH4-].[Li+].C([O:5][C:6](=O)[C:7]([N:10]1[CH2:15][CH2:14][C:13]([C:41]#[N:42])([C:16]2[CH:21]=[CH:20][C:19]([NH:22][C:23]([C:25]3[CH:26]=[N:27][N:28]([C:31]4[CH:36]=[CH:35][C:34]([C:37]([F:40])([F:39])[F:38])=[CH:33][N:32]=4)[C:29]=3[CH3:30])=[O:24])=[CH:18][N:17]=2)[CH2:12][CH2:11]1)([CH3:9])[CH3:8])C.[BH4-].[Na+].[Cl-].[NH4+]. (5) The reactants are: [CH3:1][N:2]([CH2:4][CH2:5][N:6]1[C:22](=[O:23])[C:15]2=[CH:16][C:17]([N+:19]([O-])=O)=[CH:18][C:13]3[C:14]2=[C:9]([CH:10]=[CH:11][CH:12]=3)[C:7]1=[O:8])[CH3:3].CO.C([O-])=O.[NH4+]. Given the product [CH3:3][N:2]([CH2:4][CH2:5][N:6]1[C:22](=[O:23])[C:15]2=[CH:16][C:17]([NH2:19])=[CH:18][C:13]3[C:14]2=[C:9]([CH:10]=[CH:11][CH:12]=3)[C:7]1=[O:8])[CH3:1], predict the reactants needed to synthesize it. (6) Given the product [CH2:8]=[CH:9][CH2:10][NH2:11].[CH2:33]1[O:35][CH:34]1[CH2:36][Cl:37], predict the reactants needed to synthesize it. The reactants are: CCCCCCC[CH2:8][CH2:9][CH2:10][NH:11]CC=C.C[N+](CCCCCCNCC=C)(C)C.C=CCN.[CH2:33]1[O:35][CH:34]1[CH2:36][Cl:37].Cl.[Cl-].C(C1OC1)Cl. (7) Given the product [C:17]([C:3]([C:1]#[N:2])=[C:4]([C:11]1[CH:16]=[CH:15][CH:14]=[CH:13][CH:12]=1)[CH2:5][CH2:6][CH2:7][C:8]([N:21]([CH3:22])[CH3:20])=[O:10])#[N:18], predict the reactants needed to synthesize it. The reactants are: [C:1]([C:3]([C:17]#[N:18])=[C:4]([C:11]1[CH:16]=[CH:15][CH:14]=[CH:13][CH:12]=1)[CH2:5][CH2:6][CH2:7][C:8]([OH:10])=O)#[N:2].Cl.[CH3:20][NH:21][CH3:22].NC1C=CC=CC=1. (8) Given the product [C:1]1([CH2:7][CH2:8][CH2:9][CH:10]2[CH2:11][CH2:12][N:13]([CH2:16][CH2:17][C:18](=[O:24])[CH2:19][CH2:20][CH2:21][CH2:22][CH3:23])[CH2:14][CH2:15]2)[CH:6]=[CH:5][CH:4]=[CH:3][CH:2]=1, predict the reactants needed to synthesize it. The reactants are: [C:1]1([CH2:7][CH2:8][CH2:9][CH:10]2[CH2:15][CH2:14][NH:13][CH2:12][CH2:11]2)[CH:6]=[CH:5][CH:4]=[CH:3][CH:2]=1.[CH2:16]=[CH:17][C:18](=[O:24])[CH2:19][CH2:20][CH2:21][CH2:22][CH3:23].